This data is from Forward reaction prediction with 1.9M reactions from USPTO patents (1976-2016). The task is: Predict the product of the given reaction. (1) Given the reactants [F:1][C:2]([F:14])([F:13])[C:3]1[N:8]=[C:7]([OH:9])[CH:6]=[CH:5][C:4]=1[N+:10]([O-:12])=[O:11].[Cl:15][C:16]1[CH:21]=[CH:20][CH:19]=[C:18]([Cl:22])[C:17]=1[N:23]1[C:27]([CH2:28]O)=[C:26]([CH:30]([CH3:32])[CH3:31])[N:25]=[N:24]1.C1(P(C2C=CC=CC=2)C2C=CC=CC=2)C=CC=CC=1.N(C(OC(C)C)=O)=NC(OC(C)C)=O, predict the reaction product. The product is: [Cl:22][C:18]1[CH:19]=[CH:20][CH:21]=[C:16]([Cl:15])[C:17]=1[N:23]1[C:27]([CH2:28][O:9][C:7]2[N:8]=[C:3]([C:2]([F:1])([F:13])[F:14])[C:4]([N+:10]([O-:12])=[O:11])=[CH:5][CH:6]=2)=[C:26]([CH:30]([CH3:32])[CH3:31])[N:25]=[N:24]1. (2) The product is: [Cl:13][C:14]1[CH:15]=[C:16]([N:21]2[C:25]([CH3:26])=[C:24]([C:27]([NH:5][C:4]3[CH:6]=[CH:7][CH:8]=[C:2]([Cl:1])[CH:3]=3)=[O:29])[N:23]=[N:22]2)[CH:17]=[CH:18][C:19]=1[F:20]. Given the reactants [Cl:1][C:2]1[CH:3]=[C:4]([CH:6]=[CH:7][CH:8]=1)[NH2:5].C[Al](C)C.[Cl:13][C:14]1[CH:15]=[C:16]([N:21]2[C:25]([CH3:26])=[C:24]([C:27]([O:29]CC)=O)[N:23]=[N:22]2)[CH:17]=[CH:18][C:19]=1[F:20].CCOC(C)=O, predict the reaction product. (3) Given the reactants [Cl-].[Cl:2][C:3]1[CH:10]=[CH:9][CH:8]=[C:7]([Cl:11])[C:4]=1[CH2:5][Zn+].[CH2:12]([N:19]1[CH2:24][CH:23]([C:25]2[CH:30]=[CH:29][C:28](Br)=[CH:27][CH:26]=2)[O:22][CH2:21][CH2:20]1)[C:13]1[CH:18]=[CH:17][CH:16]=[CH:15][CH:14]=1, predict the reaction product. The product is: [CH2:12]([N:19]1[CH2:20][CH2:21][O:22][CH:23]([C:25]2[CH:30]=[CH:29][C:28]([CH2:5][C:4]3[C:3]([Cl:2])=[CH:10][CH:9]=[CH:8][C:7]=3[Cl:11])=[CH:27][CH:26]=2)[CH2:24]1)[C:13]1[CH:14]=[CH:15][CH:16]=[CH:17][CH:18]=1. (4) Given the reactants Cl[C:2]1[N:7]2[N:8]=[C:9]([CH3:11])[CH:10]=[C:6]2[N:5]=[C:4]([NH:12][C:13](=[O:24])[C:14]2[CH:19]=[CH:18][C:17]([C:20]([OH:23])([CH3:22])[CH3:21])=[CH:16][CH:15]=2)[CH:3]=1.Cl.[O:26]=[S:27]1(=[O:33])[CH2:32][CH2:31][NH:30][CH2:29][CH2:28]1.C(N(CC)C(C)C)(C)C, predict the reaction product. The product is: [O:26]=[S:27]1(=[O:33])[CH2:32][CH2:31][N:30]([C:2]2[N:7]3[N:8]=[C:9]([CH3:11])[CH:10]=[C:6]3[N:5]=[C:4]([NH:12][C:13](=[O:24])[C:14]3[CH:19]=[CH:18][C:17]([C:20]([OH:23])([CH3:22])[CH3:21])=[CH:16][CH:15]=3)[CH:3]=2)[CH2:29][CH2:28]1.